Dataset: Full USPTO retrosynthesis dataset with 1.9M reactions from patents (1976-2016). Task: Predict the reactants needed to synthesize the given product. (1) Given the product [CH3:26][C:21]1([CH3:27])[C:22]([CH3:25])([CH3:24])[O:23][B:19]([C:2]2[C:3]([F:18])=[C:4]([C:9]3[C:10]([C:16]#[N:17])=[CH:11][C:12]([F:15])=[CH:13][CH:14]=3)[C:5]([F:8])=[CH:6][CH:7]=2)[O:20]1, predict the reactants needed to synthesize it. The reactants are: Br[C:2]1[C:3]([F:18])=[C:4]([C:9]2[C:10]([C:16]#[N:17])=[CH:11][C:12]([F:15])=[CH:13][CH:14]=2)[C:5]([F:8])=[CH:6][CH:7]=1.[B:19]1([B:19]2[O:23][C:22]([CH3:25])([CH3:24])[C:21]([CH3:27])([CH3:26])[O:20]2)[O:23][C:22]([CH3:25])([CH3:24])[C:21]([CH3:27])([CH3:26])[O:20]1. (2) Given the product [C:20]1([C:14]2([CH2:13][NH:12][C:10]3[C:9]4[C:4](=[CH:5][CH:6]=[CH:7][CH:8]=4)[N:3]=[CH:2][N:11]=3)[CH2:19][CH2:18][CH2:17][CH2:16][CH2:15]2)[CH:25]=[CH:24][CH:23]=[CH:22][CH:21]=1, predict the reactants needed to synthesize it. The reactants are: Cl[C:2]1[N:11]=[C:10]([NH:12][CH2:13][C:14]2([C:20]3[CH:25]=[CH:24][CH:23]=[CH:22][CH:21]=3)[CH2:19][CH2:18][CH2:17][CH2:16][CH2:15]2)[C:9]2[C:4](=[CH:5][CH:6]=[CH:7][CH:8]=2)[N:3]=1. (3) Given the product [C:22]([C:24]1[CH:25]=[C:26]([C:27]2[O:29][N:48]=[C:47]([C:44]3[CH:45]=[CH:46][C:38]([F:37])=[C:39]4[C:43]=3[NH:42][CH:41]=[C:40]4[CH2:52][CH2:53][C:54]([O:56][CH2:57][CH3:58])=[O:55])[N:50]=2)[CH:30]=[CH:31][C:32]=1[O:33][CH:34]([CH3:36])[CH3:35])#[N:23], predict the reactants needed to synthesize it. The reactants are: C1C=CC2N(O)N=NC=2C=1.CCN=C=NCCCN(C)C.[C:22]([C:24]1[CH:25]=[C:26]([CH:30]=[CH:31][C:32]=1[O:33][CH:34]([CH3:36])[CH3:35])[C:27]([OH:29])=O)#[N:23].[F:37][C:38]1[CH:46]=[CH:45][C:44](/[C:47](/[NH:50]O)=[N:48]/[H])=[C:43]2[C:39]=1[C:40]([CH2:52][CH2:53][C:54]([O:56][CH2:57][CH3:58])=[O:55])=[CH:41][NH:42]2.CCCC[N+](CCCC)(CCCC)CCCC.[F-]. (4) Given the product [Br:1][C:2]1[CH:7]=[CH:6][C:5]([C:8](=[N:22][O:23][CH2:24][CH3:25])[CH:9]2[CH2:10][CH2:11][N:12]([C:15]3([CH3:21])[CH2:20][CH2:19][N:18]([C:38]([C:37]4[C:28]([C:27]([F:42])([F:26])[F:41])=[N:29][C:30]5[C:35]([CH:36]=4)=[CH:34][CH:33]=[CH:32][N:31]=5)=[O:39])[CH2:17][CH2:16]3)[CH2:13][CH2:14]2)=[CH:4][CH:3]=1, predict the reactants needed to synthesize it. The reactants are: [Br:1][C:2]1[CH:7]=[CH:6][C:5]([C:8](=[N:22][O:23][CH2:24][CH3:25])[CH:9]2[CH2:14][CH2:13][N:12]([C:15]3([CH3:21])[CH2:20][CH2:19][NH:18][CH2:17][CH2:16]3)[CH2:11][CH2:10]2)=[CH:4][CH:3]=1.[F:26][C:27]([F:42])([F:41])[C:28]1[C:37]([C:38](O)=[O:39])=[CH:36][C:35]2[C:30](=[N:31][CH:32]=[CH:33][CH:34]=2)[N:29]=1.CCN(CC)CC.CN(C(ON1N=NC2C=CC=NC1=2)=[N+](C)C)C.F[P-](F)(F)(F)(F)F. (5) Given the product [C:1]([O:5][C:6]([N:8]1[CH2:9][CH2:10][CH:11]([CH:14]([C:15]([OH:17])=[O:16])[NH:19][S:20]([C:23]2[CH:28]=[CH:27][C:26]([NH:29][C:30](=[O:39])[C:31]3[CH:32]=[CH:33][C:34]([O:37][CH3:38])=[CH:35][CH:36]=3)=[CH:25][CH:24]=2)(=[O:22])=[O:21])[CH2:12][CH2:13]1)=[O:7])([CH3:4])([CH3:2])[CH3:3], predict the reactants needed to synthesize it. The reactants are: [C:1]([O:5][C:6]([N:8]1[CH2:13][CH2:12][CH:11]([CH:14]([NH:19][S:20]([C:23]2[CH:28]=[CH:27][C:26]([NH:29][C:30](=[O:39])[C:31]3[CH:36]=[CH:35][C:34]([O:37][CH3:38])=[CH:33][CH:32]=3)=[CH:25][CH:24]=2)(=[O:22])=[O:21])[C:15]([O:17]C)=[O:16])[CH2:10][CH2:9]1)=[O:7])([CH3:4])([CH3:3])[CH3:2].C(OC(N1CCC(C(NS(C2C=CC(N)=CC=2)(=O)=O)C(OC)=O)CC1)=O)(C)(C)C.C(N(CC)CC)C.COC1C=CC(C(Cl)=O)=CC=1. (6) The reactants are: [CH2:1]([O:5][C:6]([N:8]1[CH2:13][CH2:12][N:11]([C:14](=[O:36])[CH2:15][NH:16][C:17]([C:19]2[CH:23]=[C:22]([O:24][C@@H:25]([C:27]([OH:29])=O)[CH3:26])[N:21]([C:30]3[CH:35]=[CH:34][CH:33]=[CH:32][CH:31]=3)[N:20]=2)=[O:18])[CH2:10][CH2:9]1)=[O:7])[CH2:2][CH2:3][CH3:4].CCN(C(C)C)C(C)C.CN(C(ON1N=NC2C=CC=NC1=2)=[N+](C)C)C.F[P-](F)(F)(F)(F)F.[CH:70]1([NH:74][C:75]([C@@H:77]2[CH2:81][CH2:80][CH2:79][NH:78]2)=[O:76])[CH2:73][CH2:72][CH2:71]1. Given the product [CH2:1]([O:5][C:6]([N:8]1[CH2:9][CH2:10][N:11]([C:14](=[O:36])[CH2:15][NH:16][C:17]([C:19]2[CH:23]=[C:22]([O:24][C@H:25]([CH3:26])[C:27]([N:78]3[CH2:79][CH2:80][CH2:81][C@H:77]3[C:75](=[O:76])[NH:74][CH:70]3[CH2:71][CH2:72][CH2:73]3)=[O:29])[N:21]([C:30]3[CH:35]=[CH:34][CH:33]=[CH:32][CH:31]=3)[N:20]=2)=[O:18])[CH2:12][CH2:13]1)=[O:7])[CH2:2][CH2:3][CH3:4], predict the reactants needed to synthesize it.